Task: Regression. Given a peptide amino acid sequence and an MHC pseudo amino acid sequence, predict their binding affinity value. This is MHC class I binding data.. Dataset: Peptide-MHC class I binding affinity with 185,985 pairs from IEDB/IMGT (1) The peptide sequence is DYPDDFMDK. The MHC is HLA-B27:05 with pseudo-sequence HLA-B27:05. The binding affinity (normalized) is 0.0847. (2) The peptide sequence is NATFFIFNK. The MHC is HLA-A03:01 with pseudo-sequence HLA-A03:01. The binding affinity (normalized) is 0.449. (3) The peptide sequence is IELPQRETW. The MHC is Mamu-A11 with pseudo-sequence Mamu-A11. The binding affinity (normalized) is 0.680.